Predict the reactants needed to synthesize the given product. From a dataset of Full USPTO retrosynthesis dataset with 1.9M reactions from patents (1976-2016). Given the product [Br:1][C:2]1[CH:3]=[CH:4][C:5]([C:6]([N:23]2[CH2:24][CH2:25][N:20]([C:17]3[C:16]([CH3:26])=[CH:15][C:14]([CH:11]4[CH2:12][CH2:13]4)=[CH:19][N:18]=3)[CH2:21][CH2:22]2)=[O:8])=[CH:9][CH:10]=1, predict the reactants needed to synthesize it. The reactants are: [Br:1][C:2]1[CH:10]=[CH:9][C:5]([C:6]([OH:8])=O)=[CH:4][CH:3]=1.[CH:11]1([C:14]2[CH:15]=[C:16]([CH3:26])[C:17]([N:20]3[CH2:25][CH2:24][NH:23][CH2:22][CH2:21]3)=[N:18][CH:19]=2)[CH2:13][CH2:12]1.